The task is: Predict the reactants needed to synthesize the given product.. This data is from Full USPTO retrosynthesis dataset with 1.9M reactions from patents (1976-2016). Given the product [Cl:15][CH2:16][C:17]([N:10]1[CH2:9][CH2:8][CH:7]([CH2:6][C:5]2[CH:4]=[CH:3][C:2]([F:1])=[CH:14][CH:13]=2)[CH2:12][CH2:11]1)=[O:18], predict the reactants needed to synthesize it. The reactants are: [F:1][C:2]1[CH:14]=[CH:13][C:5]([CH2:6][CH:7]2[CH2:12][CH2:11][NH:10][CH2:9][CH2:8]2)=[CH:4][CH:3]=1.[Cl:15][CH2:16][C:17](Cl)=[O:18].